Task: Predict the reaction yield, written as a fraction of the theoretical maximum amount of product (1.0 means a 100% yield; for example, 0.34 means a 34% yield).. Dataset: Reaction yield outcomes from USPTO patents with 853,638 reactions (1) The reactants are I([O-])(=O)(=O)=O.[Na+].[Cl:7][C:8]1[CH:13]=[CH:12][C:11]([C:14]2[O:15][C:16]3[CH:26]=[C:25]([N:27]([C:32]4[CH:37]=[CH:36][C:35]([B:38]5[O:42]C(C)(C)C(C)(C)[O:39]5)=[C:34]([F:47])[CH:33]=4)[S:28]([CH3:31])(=[O:30])=[O:29])[C:24]([CH:48]4[CH2:50][CH2:49]4)=[CH:23][C:17]=3[C:18]=2[C:19]([NH:21][CH3:22])=[O:20])=[CH:10][CH:9]=1.Cl.CCOC(C)=O. The catalyst is C1COCC1.O. The product is [Cl:7][C:8]1[CH:13]=[CH:12][C:11]([C:14]2[O:15][C:16]3[CH:26]=[C:25]([N:27]([C:32]4[CH:37]=[CH:36][C:35]([B:38]([OH:39])[OH:42])=[C:34]([F:47])[CH:33]=4)[S:28]([CH3:31])(=[O:30])=[O:29])[C:24]([CH:48]4[CH2:49][CH2:50]4)=[CH:23][C:17]=3[C:18]=2[C:19](=[O:20])[NH:21][CH3:22])=[CH:10][CH:9]=1. The yield is 0.560. (2) The reactants are [CH2:1]([O:3][C:4]([C:6]1[N:7]([C:23]2[CH:28]=[CH:27][C:26]([O:29][CH:30]([CH3:32])[CH3:31])=[CH:25][CH:24]=2)[C:8]2[C:13]([CH:14]=1)=[CH:12][CH:11]=[C:10]([O:15]CC1C=CC=CC=1)[CH:9]=2)=[O:5])[CH3:2]. The catalyst is CCOC(C)=O.[Pd]. The product is [CH2:1]([O:3][C:4]([C:6]1[N:7]([C:23]2[CH:28]=[CH:27][C:26]([O:29][CH:30]([CH3:31])[CH3:32])=[CH:25][CH:24]=2)[C:8]2[C:13]([CH:14]=1)=[CH:12][CH:11]=[C:10]([OH:15])[CH:9]=2)=[O:5])[CH3:2]. The yield is 0.950. (3) The reactants are [Br:1][C:2]1[S:6][C:5]([C:7]([OH:10])([CH3:9])[CH3:8])=[CH:4][CH:3]=1.N1C=CN=C1.[CH3:16][Si:17](Cl)([CH3:19])[CH3:18].C([O-])(O)=O.[Na+]. The catalyst is CN(C=O)C. The product is [Br:1][C:2]1[S:6][C:5]([C:7]([O:10][Si:17]([CH3:19])([CH3:18])[CH3:16])([CH3:9])[CH3:8])=[CH:4][CH:3]=1. The yield is 0.770.